Task: Predict the reaction yield, written as a fraction of the theoretical maximum amount of product (1.0 means a 100% yield; for example, 0.34 means a 34% yield).. Dataset: Reaction yield outcomes from USPTO patents with 853,638 reactions The reactants are [C:1]1([C:7]2[NH:11][N:10]=[C:9]([C:12]([NH:14][CH2:15][C:16]([OH:18])=O)=[O:13])[CH:8]=2)[CH:6]=[CH:5][CH:4]=[CH:3][CH:2]=1.CCN(C(C)C)C(C)C.C1C=CC2N(O)N=NC=2C=1.CCN=C=NCCCN(C)C.Cl.Cl.Cl.[CH3:52][C:53]1[CH:58]=[CH:57][C:56]([CH3:59])=[CH:55][C:54]=1[NH:60][CH:61]1[CH2:66][CH2:65][NH:64][CH2:63][CH2:62]1. The catalyst is CN(C=O)C.O. The product is [CH3:52][C:53]1[CH:58]=[CH:57][C:56]([CH3:59])=[CH:55][C:54]=1[NH:60][CH:61]1[CH2:66][CH2:65][N:64]([C:16](=[O:18])[CH2:15][NH:14][C:12]([C:9]2[CH:8]=[C:7]([C:1]3[CH:2]=[CH:3][CH:4]=[CH:5][CH:6]=3)[NH:11][N:10]=2)=[O:13])[CH2:63][CH2:62]1. The yield is 0.770.